This data is from Reaction yield outcomes from USPTO patents with 853,638 reactions. The task is: Predict the reaction yield, written as a fraction of the theoretical maximum amount of product (1.0 means a 100% yield; for example, 0.34 means a 34% yield). (1) The reactants are [OH-].[K+].[O:3]1[CH2:6][C:5](=[CH:7][C:8]([O:10][CH2:11][CH3:12])=[O:9])[CH2:4]1.[F:13][C:14]1[CH:19]=[CH:18][C:17](B(O)O)=[CH:16][C:15]=1[N+:23]([O-:25])=[O:24].O1CCC1. The catalyst is O1CCOCC1.[Cl-].[Na+].O.CCOC(C)=O. The product is [F:13][C:14]1[CH:19]=[CH:18][C:17]([C:5]2([CH2:7][C:8]([O:10][CH2:11][CH3:12])=[O:9])[CH2:6][O:3][CH2:4]2)=[CH:16][C:15]=1[N+:23]([O-:25])=[O:24]. The yield is 0.100. (2) The reactants are [CH:1]([O:4][C:5]1[CH:28]=[CH:27][C:8]([C:9]([N:11]2[CH2:16][CH2:15][C:14]3([C:25](=[O:26])[CH2:24][C:23]4[C:18](=[CH:19][CH:20]=[CH:21][CH:22]=4)[O:17]3)[CH2:13][CH2:12]2)=[O:10])=[CH:7][C:6]=1[O:29][CH3:30])([CH3:3])[CH3:2].[BH4-].[Na+]. The catalyst is CO. The product is [OH:26][CH:25]1[C:14]2([CH2:15][CH2:16][N:11]([C:9]([C:8]3[CH:27]=[CH:28][C:5]([O:4][CH:1]([CH3:2])[CH3:3])=[C:6]([O:29][CH3:30])[CH:7]=3)=[O:10])[CH2:12][CH2:13]2)[O:17][C:18]2[C:23](=[CH:22][CH:21]=[CH:20][CH:19]=2)[CH2:24]1. The yield is 0.540. (3) The reactants are [CH3:1][C:2]1[O:6][N:5]=[C:4]([C:7]2[CH:12]=[CH:11][CH:10]=[CH:9][CH:8]=2)[C:3]=1[CH2:13][O:14][C:15]1[CH:29]=[CH:28][C:18]([C:19]([NH:21][CH:22]2[CH2:27][CH2:26][O:25][CH2:24][CH2:23]2)=[O:20])=[CH:17][N:16]=1.[CH3:30][Si]([N-][Si](C)(C)C)(C)C.[K+].IC. The catalyst is C1COCC1. The product is [CH3:30][N:21]([CH:22]1[CH2:27][CH2:26][O:25][CH2:24][CH2:23]1)[C:19](=[O:20])[C:18]1[CH:28]=[CH:29][C:15]([O:14][CH2:13][C:3]2[C:4]([C:7]3[CH:8]=[CH:9][CH:10]=[CH:11][CH:12]=3)=[N:5][O:6][C:2]=2[CH3:1])=[N:16][CH:17]=1. The yield is 0.440. (4) The reactants are [CH3:1][C:2]([O-])([CH3:4])[CH3:3].[K+].O=C1C[CH2:12][CH:11]([CH2:14][C:15]([O:17][CH2:18][CH3:19])=[O:16])[CH2:10]C1. The catalyst is [Br-].C[P+](C1C=CC=CC=1)(C1C=CC=CC=1)C1C=CC=CC=1.C1COCC1. The product is [CH2:1]=[C:2]1[CH2:4][CH2:12][CH:11]([CH2:14][C:15]([O:17][CH2:18][CH3:19])=[O:16])[CH2:10][CH2:3]1. The yield is 0.737.